This data is from Full USPTO retrosynthesis dataset with 1.9M reactions from patents (1976-2016). The task is: Predict the reactants needed to synthesize the given product. (1) Given the product [CH3:1][O:2][C:3]1[CH:8]=[CH:7][C:6]([CH:21]([C:16]2[CH:17]=[CH:18][CH:19]=[CH:20][N:15]=2)[OH:22])=[CH:5][N:4]=1, predict the reactants needed to synthesize it. The reactants are: [CH3:1][O:2][C:3]1[CH:8]=[CH:7][C:6](Br)=[CH:5][N:4]=1.C([Li])CCC.[N:15]1[CH:20]=[CH:19][CH:18]=[CH:17][C:16]=1[CH:21]=[O:22].[Cl-].[NH4+]. (2) Given the product [C:36]([NH:24][C:3]1[CH:4]=[C:5]([CH:8]2[C:17]([CH3:19])([CH3:18])[CH2:16][C:15]3[C:10](=[CH:11][CH:12]=[C:13]([C:20]([O:22][CH3:23])=[O:21])[CH:14]=3)[NH:9]2)[CH:6]=[CH:7][C:2]=1[F:1])(=[O:43])[C:37]1[CH:42]=[CH:41][CH:40]=[CH:39][CH:38]=1, predict the reactants needed to synthesize it. The reactants are: [F:1][C:2]1[CH:7]=[CH:6][C:5]([CH:8]2[C:17]([CH3:19])([CH3:18])[CH2:16][C:15]3[C:10](=[CH:11][CH:12]=[C:13]([C:20]([O:22][CH3:23])=[O:21])[CH:14]=3)[NH:9]2)=[CH:4][C:3]=1[N+:24]([O-])=O.C(N(CC)C(C)C)(C)C.[C:36](Cl)(=[O:43])[C:37]1[CH:42]=[CH:41][CH:40]=[CH:39][CH:38]=1.